From a dataset of Retrosynthesis with 50K atom-mapped reactions and 10 reaction types from USPTO. Predict the reactants needed to synthesize the given product. (1) Given the product N#Cc1nonc1NC(=O)C(F)(F)F, predict the reactants needed to synthesize it. The reactants are: N#Cc1nonc1N.O=C(OC(=O)C(F)(F)F)C(F)(F)F. (2) The reactants are: O=C1CNC(=O)N1.O=CC1CC=CCC1. Given the product O=C1NC(=O)C(=CC2CC=CCC2)N1, predict the reactants needed to synthesize it.